Dataset: Forward reaction prediction with 1.9M reactions from USPTO patents (1976-2016). Task: Predict the product of the given reaction. (1) Given the reactants C(O)(C(F)(F)F)=O.[CH3:8][O:9][C:10]1[CH:15]=[C:14]([CH3:16])[C:13]([S:17]([N:20]2[C:28]3[C:23](=[CH:24][CH:25]=[CH:26][CH:27]=3)[CH2:22][C@H:21]2[CH2:29][O:30][CH2:31][C:32]([O:34]C(C)(C)C)=[O:33])(=[O:19])=[O:18])=[C:12]([CH3:39])[CH:11]=1, predict the reaction product. The product is: [CH3:8][O:9][C:10]1[CH:15]=[C:14]([CH3:16])[C:13]([S:17]([N:20]2[C:28]3[C:23](=[CH:24][CH:25]=[CH:26][CH:27]=3)[CH2:22][C@H:21]2[CH2:29][O:30][CH2:31][C:32]([OH:34])=[O:33])(=[O:19])=[O:18])=[C:12]([CH3:39])[CH:11]=1. (2) The product is: [CH3:1][C:2]1[CH:28]=[CH:27][C:5]2[S:6][C:7]([C:9]3[C:13]([C:14]([OH:16])=[O:15])=[CH:12][N:11]([CH2:19][O:20][CH2:21][CH2:22][Si:23]([CH3:25])([CH3:24])[CH3:26])[N:10]=3)=[CH:8][C:4]=2[CH:3]=1. Given the reactants [CH3:1][C:2]1[CH:28]=[CH:27][C:5]2[S:6][C:7]([C:9]3[C:13]([C:14]([O:16]CC)=[O:15])=[CH:12][N:11]([CH2:19][O:20][CH2:21][CH2:22][Si:23]([CH3:26])([CH3:25])[CH3:24])[N:10]=3)=[CH:8][C:4]=2[CH:3]=1.[OH-].[Na+], predict the reaction product.